Dataset: Forward reaction prediction with 1.9M reactions from USPTO patents (1976-2016). Task: Predict the product of the given reaction. Given the reactants [NH2:1][C:2]1[S:3][C:4]2[CH:10]=[C:9]([O:11][C:12]3[CH:13]=[C:14]([NH:20][C:21](=[O:33])[C:22]4[CH:27]=[CH:26][CH:25]=[C:24]([C:28]5([C:31]#[N:32])[CH2:30][CH2:29]5)[CH:23]=4)[CH:15]=[CH:16][C:17]=3[O:18][CH3:19])[CH:8]=[CH:7][C:5]=2[N:6]=1.C([O:37][CH2:38][C:39](Cl)=[O:40])(=O)C.O, predict the reaction product. The product is: [C:31]([C:28]1([C:24]2[CH:23]=[C:22]([CH:27]=[CH:26][CH:25]=2)[C:21]([NH:20][C:14]2[CH:15]=[CH:16][C:17]([O:18][CH3:19])=[C:12]([O:11][C:9]3[CH:8]=[CH:7][C:5]4[N:6]=[C:2]([NH:1][C:38](=[O:37])[CH2:39][OH:40])[S:3][C:4]=4[CH:10]=3)[CH:13]=2)=[O:33])[CH2:30][CH2:29]1)#[N:32].